From a dataset of Reaction yield outcomes from USPTO patents with 853,638 reactions. Predict the reaction yield, written as a fraction of the theoretical maximum amount of product (1.0 means a 100% yield; for example, 0.34 means a 34% yield). (1) The reactants are CO[C:3](=[O:24])[C:4]1[CH:9]=[CH:8][C:7]([O:10][CH2:11][C:12]2[C:13]([C:17]3[CH:22]=[CH:21][C:20]([Cl:23])=[CH:19][CH:18]=3)=[N:14][O:15][CH:16]=2)=[N:6][CH:5]=1.[CH:25]1([NH2:28])[CH2:27][CH2:26]1. No catalyst specified. The product is [Cl:23][C:20]1[CH:19]=[CH:18][C:17]([C:13]2[C:12]([CH2:11][O:10][C:7]3[CH:8]=[CH:9][C:4]([C:3]([NH:28][CH:25]4[CH2:27][CH2:26]4)=[O:24])=[CH:5][N:6]=3)=[CH:16][O:15][N:14]=2)=[CH:22][CH:21]=1. The yield is 0.460. (2) The reactants are Cl[C:2]1[CH:3]=[CH:4][C:5]2[N:6]=[CH:7][N:8]3[C:16]4[CH:15]=[CH:14][CH:13]=[C:12]([F:17])[C:11]=4[CH:10]=[C:9]3[C:18]=2[N:19]=1.[F:20][C:21]1[CH:26]=[CH:25][C:24]([C:27]2[C:50]([C:51]([NH:53][CH3:54])=[O:52])=[C:30]3[CH:31]=[C:32](B4OC(C)(C)C(C)(C)O4)[C:33]([N:35]([CH3:40])[S:36]([CH3:39])(=[O:38])=[O:37])=[CH:34][N:29]3[N:28]=2)=[CH:23][CH:22]=1.C([O-])([O-])=O.[Na+].[Na+].CC(C1C=C(C(C)C)C(C2C=CC=CC=2P(C2CCCCC2)C2CCCCC2)=C(C(C)C)C=1)C. The catalyst is O1CCOCC1.C1C=CC(/C=C/C(/C=C/C2C=CC=CC=2)=O)=CC=1.C1C=CC(/C=C/C(/C=C/C2C=CC=CC=2)=O)=CC=1.C1C=CC(/C=C/C(/C=C/C2C=CC=CC=2)=O)=CC=1.[Pd].[Pd]. The product is [F:20][C:21]1[CH:26]=[CH:25][C:24]([C:27]2[C:50]([C:51]([NH:53][CH3:54])=[O:52])=[C:30]3[CH:31]=[C:32]([C:2]4[CH:3]=[CH:4][C:5]5[N:6]=[CH:7][N:8]6[C:16]7[CH:15]=[CH:14][CH:13]=[C:12]([F:17])[C:11]=7[CH:10]=[C:9]6[C:18]=5[N:19]=4)[C:33]([N:35]([CH3:40])[S:36]([CH3:39])(=[O:38])=[O:37])=[CH:34][N:29]3[N:28]=2)=[CH:23][CH:22]=1. The yield is 0.260. (3) The product is [OH:10][C:7]1[CH:8]=[CH:9][C:4]([CH2:3][NH:2][C:30]([NH:29][C:26]2[CH:27]=[CH:28][C:23]([CH:20]([CH3:22])[CH3:21])=[CH:24][CH:25]=2)=[O:31])=[CH:5][C:6]=1[O:11][CH3:12]. The reactants are Cl.[NH2:2][CH2:3][C:4]1[CH:9]=[CH:8][C:7]([OH:10])=[C:6]([O:11][CH3:12])[CH:5]=1.C(N(CC)CC)C.[CH:20]([C:23]1[CH:28]=[CH:27][C:26]([N:29]=[C:30]=[O:31])=[CH:25][CH:24]=1)([CH3:22])[CH3:21]. The yield is 0.250. The catalyst is O1CCOCC1. (4) The reactants are [C:1]1([C@@H:7]([N:9]([CH:16]2[CH2:25][CH2:24][C:19]3(OCC[O:20]3)[CH2:18][CH2:17]2)[C:10](=[O:15])[C:11]([F:14])([F:13])[F:12])[CH3:8])[CH:6]=[CH:5][CH:4]=[CH:3][CH:2]=1.Cl. The catalyst is O1CCCC1. The product is [C:1]1([C@@H:7]([N:9]([CH:16]2[CH2:25][CH2:24][C:19](=[O:20])[CH2:18][CH2:17]2)[C:10](=[O:15])[C:11]([F:12])([F:14])[F:13])[CH3:8])[CH:6]=[CH:5][CH:4]=[CH:3][CH:2]=1. The yield is 0.410. (5) The reactants are Br[C:2]1[CH:3]=[C:4]2[CH2:10][C:9](=[O:11])[NH:8][C:5]2=[N:6][CH:7]=1.[CH3:12][C:13]1([CH3:29])[C:17]([CH3:19])([CH3:18])[O:16][B:15]([B:15]2[O:16][C:17]([CH3:19])([CH3:18])[C:13]([CH3:29])([CH3:12])[O:14]2)[O:14]1.C([O-])(=O)C.[K+]. The catalyst is O1CCOCC1.[Pd](Cl)Cl.C1(P(C2C=CC=CC=2)[C-]2C=CC=C2)C=CC=CC=1.[C-]1(P(C2C=CC=CC=2)C2C=CC=CC=2)C=CC=C1.[Fe+2]. The product is [CH3:12][C:13]1([CH3:29])[C:17]([CH3:19])([CH3:18])[O:16][B:15]([C:2]2[CH:3]=[C:4]3[CH2:10][C:9](=[O:11])[NH:8][C:5]3=[N:6][CH:7]=2)[O:14]1. The yield is 0.300. (6) The product is [NH2:23][C:20]1[CH:21]=[CH:22][C:17](/[CH:16]=[CH:15]/[C:4]2[C:5]([CH3:14])([CH3:13])[O:6][C:7](=[C:8]([C:11]#[N:12])[C:9]#[N:10])[C:3]=2[C:1]#[N:2])=[CH:18][CH:19]=1. The catalyst is C(Cl)Cl. The reactants are [C:1]([C:3]1[C:7](=[C:8]([C:11]#[N:12])[C:9]#[N:10])[O:6][C:5]([CH3:14])([CH3:13])[C:4]=1/[CH:15]=[CH:16]/[C:17]1[CH:22]=[CH:21][C:20]([NH:23]C(=O)OC(C)(C)C)=[CH:19][CH:18]=1)#[N:2].C(O)(C(F)(F)F)=O. The yield is 0.990.